The task is: Predict which catalyst facilitates the given reaction.. This data is from Catalyst prediction with 721,799 reactions and 888 catalyst types from USPTO. (1) Reactant: [C:1]([O:4][CH2:5][C@H:6]1[CH2:11][C@@H:10]([O:12][C:13](=[O:15])[CH3:14])[CH2:9][CH2:8][C@@:7]1([C@H:17]1[CH2:25][CH2:24][C@@:23]2([CH3:26])[C@@H:19]([CH2:20][C@H:21]([O:28][C:29](=[O:31])[CH3:30])[C:22]2=[CH2:27])[C@@H:18]1[CH2:32][OH:33])[CH3:16])(=[O:3])[CH3:2].C(Cl)Cl.[CH3:37][S:38](Cl)(=[O:40])=[O:39].C([O-])(O)=O.[Na+]. Product: [C:1]([O:4][CH2:5][C@H:6]1[CH2:11][C@@H:10]([O:12][C:13](=[O:15])[CH3:14])[CH2:9][CH2:8][C@@:7]1([C@H:17]1[CH2:25][CH2:24][C@@:23]2([CH3:26])[C@@H:19]([CH2:20][C@H:21]([O:28][C:29](=[O:31])[CH3:30])[C:22]2=[CH2:27])[C@@H:18]1[CH2:32][O:33][S:38]([CH3:37])(=[O:40])=[O:39])[CH3:16])(=[O:3])[CH3:2]. The catalyst class is: 436. (2) Reactant: Br[CH2:2][C:3]([C:5]1[CH:10]=[CH:9][C:8]([C@@H:11]([NH:13][C:14]2[N:19]=[C:18]([C:20]3[N:24]4[CH:25]=[CH:26][CH:27]=[C:28]([CH3:29])[C:23]4=[N:22][CH:21]=3)[C:17]([C:30]#[N:31])=[CH:16][N:15]=2)[CH3:12])=[CH:7][CH:6]=1)=[O:4].[NH:32]1[CH2:36][CH2:35][CH2:34][CH2:33]1.C(=O)([O-])O.[Na+]. Product: [CH3:29][C:28]1[C:23]2[N:24]([C:20]([C:18]3[C:17]([C:30]#[N:31])=[CH:16][N:15]=[C:14]([NH:13][C@H:11]([C:8]4[CH:9]=[CH:10][C:5]([C:3](=[O:4])[CH2:2][N:32]5[CH2:36][CH2:35][CH2:34][CH2:33]5)=[CH:6][CH:7]=4)[CH3:12])[N:19]=3)=[CH:21][N:22]=2)[CH:25]=[CH:26][CH:27]=1. The catalyst class is: 9. (3) Product: [NH2:1][C:2]1[N:7]=[CH:6][N:5]=[C:4]2[N:8]([C@@H:24]3[CH2:29][CH2:28][CH2:27][N:26]([C:30]([C:31](=[CH:43][C:44]([CH3:47])([CH3:46])[CH3:45])[C:32]#[N:33])=[O:34])[CH2:25]3)[N:9]=[C:10]([C:11]3[CH:12]=[CH:13][C:14]([O:17][C:18]4[CH:19]=[CH:20][CH:21]=[CH:22][CH:23]=4)=[CH:15][CH:16]=3)[C:3]=12. The catalyst class is: 4. Reactant: [NH2:1][C:2]1[N:7]=[CH:6][N:5]=[C:4]2[N:8]([CH:24]3[CH2:29][CH2:28][CH2:27][N:26]([C:30](=[O:34])[CH2:31][C:32]#[N:33])[CH2:25]3)[N:9]=[C:10]([C:11]3[CH:16]=[CH:15][C:14]([O:17][C:18]4[CH:23]=[CH:22][CH:21]=[CH:20][CH:19]=4)=[CH:13][CH:12]=3)[C:3]=12.CO.N1CCCCC1.[CH:43](=O)[C:44]([CH3:47])([CH3:46])[CH3:45]. (4) Reactant: [CH3:1][O:2][C:3]1[CH:8]=[CH:7][C:6]([CH2:9][N:10]2[CH2:15][CH2:14][CH2:13][CH2:12]C2)=[CH:5][C:4]=1[C:16]1[C:17]2[O:24][C:23]([CH:25]=O)=[CH:22][C:18]=2[CH:19]=[N:20][CH:21]=1.[CH2:27]1[S:33][C:31](=[O:32])[NH:30][C:28]1=[O:29].NCCC(O)=O. Product: [CH3:1][O:2][C:3]1[CH:8]=[CH:7][C:6]([CH2:9][N:10]2[CH2:15][CH2:14][CH2:13][CH2:12]2)=[CH:5][C:4]=1[C:16]1[C:17]2[O:24][C:23](/[CH:25]=[C:27]3/[C:28](=[O:29])[NH:30][C:31](=[O:32])[S:33]/3)=[CH:22][C:18]=2[CH:19]=[N:20][CH:21]=1. The catalyst class is: 15. (5) Reactant: Br[C:2]1[CH:7]=[CH:6][C:5]([S:8]([N:11]2[CH2:25][CH2:24][C:14]3([O:19][CH2:18][C:17](=[O:20])[N:16]([CH:21]4[CH2:23][CH2:22]4)[CH2:15]3)[CH2:13][CH2:12]2)(=[O:10])=[O:9])=[C:4]([F:26])[CH:3]=1.[NH:27]1[C:35]2[C:30](=[CH:31][C:32](B(O)O)=[CH:33][CH:34]=2)[CH:29]=[CH:28]1.C([O-])([O-])=O.[K+].[K+]. Product: [CH:21]1([N:16]2[CH2:15][C:14]3([CH2:24][CH2:25][N:11]([S:8]([C:5]4[CH:6]=[CH:7][C:2]([C:32]5[CH:31]=[C:30]6[C:35](=[CH:34][CH:33]=5)[NH:27][CH:28]=[CH:29]6)=[CH:3][C:4]=4[F:26])(=[O:10])=[O:9])[CH2:12][CH2:13]3)[O:19][CH2:18][C:17]2=[O:20])[CH2:23][CH2:22]1. The catalyst class is: 12.